Predict the reaction yield, written as a fraction of the theoretical maximum amount of product (1.0 means a 100% yield; for example, 0.34 means a 34% yield). From a dataset of Reaction yield outcomes from USPTO patents with 853,638 reactions. (1) The reactants are F[C:2]1[CH:9]=[CH:8][CH:7]=[CH:6][C:3]=1[CH:4]=[O:5].[NH:10]1[CH2:14][CH2:13][CH2:12][CH2:11]1.C(=O)([O-])[O-].[K+].[K+]. The catalyst is CN(C=O)C. The product is [N:10]1([C:2]2[CH:9]=[CH:8][CH:7]=[CH:6][C:3]=2[CH:4]=[O:5])[CH2:14][CH2:13][CH2:12][CH2:11]1. The yield is 0.820. (2) The reactants are [CH3:1][O:2][CH2:3][CH2:4][CH2:5][C:6]([O:8][CH3:9])=[O:7].[Li+].C[Si]([N-][Si](C)(C)C)(C)C.Cl[Si](C)(C)C.BrN1C(=O)CCC1=O.C(=O)([O-])[O-].[K+].[K+].[NH:39]1[CH:43]=[CH:42][CH:41]=[N:40]1. The catalyst is C1COCC1.O. The product is [CH3:1][O:2][CH2:3][CH2:4][CH:5]([N:39]1[CH:43]=[CH:42][CH:41]=[N:40]1)[C:6]([O:8][CH3:9])=[O:7]. The yield is 0.130. (3) The reactants are [C:1]([Cl:9])(=O)[C:2]1[CH:7]=[CH:6][CH:5]=[CH:4][CH:3]=1.Cl.[C:11]([N:14]1[C:18]2[CH:19]=[CH:20][C:21]([Cl:23])=[CH:22][C:17]=2[S:16][CH:15]1[C:24]1[CH:29]=[C:28]([O:30][CH3:31])[CH:27]=[CH:26][C:25]=1[O:32][CH2:33][CH2:34][CH2:35][N:36]([CH2:40]CO)[CH:37]([CH3:39])[CH3:38])(=[O:13])[CH3:12].N1C=CC=CC=1.[C:49](=O)([O-:51])[OH:50].[Na+]. The catalyst is C(Cl)Cl. The product is [ClH:9].[C:11]([N:14]1[C:18]2[CH:19]=[CH:20][C:21]([Cl:23])=[CH:22][C:17]=2[S:16][CH:15]1[C:24]1[CH:29]=[C:28]([O:30][CH3:31])[CH:27]=[CH:26][C:25]=1[O:32][CH2:33][CH2:34][CH2:35][N:36]([CH:37]([CH3:39])[CH3:38])[CH2:40][CH:1]([C:49]([OH:51])=[O:50])[C:2]1[CH:7]=[CH:6][CH:5]=[CH:4][CH:3]=1)(=[O:13])[CH3:12]. The yield is 0.620. (4) The reactants are F[C:2]1[C:7]([F:8])=[CH:6][CH:5]=[C:4]([F:9])[N:3]=1.[NH4+:10].[OH-]. No catalyst specified. The product is [F:8][C:7]1[C:2]([NH2:10])=[N:3][C:4]([F:9])=[CH:5][CH:6]=1. The yield is 0.740.